From a dataset of Full USPTO retrosynthesis dataset with 1.9M reactions from patents (1976-2016). Predict the reactants needed to synthesize the given product. Given the product [Cl:21][C:10]1[CH:11]=[C:12]([CH2:17][OH:18])[C:13]([CH2:14][OH:15])=[CH:8][C:9]=1[Cl:22], predict the reactants needed to synthesize it. The reactants are: [H-].[H-].[H-].[H-].[Li+].[Al+3].C[C:8]1[C:9]([Cl:22])=[C:10]([Cl:21])[C:11](C)=[C:12]([C:17](O)=[O:18])[C:13]=1[C:14](O)=[O:15].[OH-].[Na+].